Dataset: Catalyst prediction with 721,799 reactions and 888 catalyst types from USPTO. Task: Predict which catalyst facilitates the given reaction. Reactant: [CH2:1]([O:8][C:9]1[CH:10]=[C:11]([CH:16]=[C:17]([C:20]2[CH:21]=[CH:22][C:23]3[O:27][C:26]([C:28]4[CH:33]=[CH:32][C:31]([F:34])=[CH:30][CH:29]=4)=[C:25]([C:35](=[O:38])[NH:36][CH3:37])[C:24]=3[CH:39]=2)[C:18]=1[CH3:19])[C:12]([O:14]C)=[O:13])[C:2]1[CH:7]=[CH:6][CH:5]=[CH:4][CH:3]=1.[OH-].[Na+].Cl. Product: [CH2:1]([O:8][C:9]1[CH:10]=[C:11]([CH:16]=[C:17]([C:20]2[CH:21]=[CH:22][C:23]3[O:27][C:26]([C:28]4[CH:29]=[CH:30][C:31]([F:34])=[CH:32][CH:33]=4)=[C:25]([C:35](=[O:38])[NH:36][CH3:37])[C:24]=3[CH:39]=2)[C:18]=1[CH3:19])[C:12]([OH:14])=[O:13])[C:2]1[CH:3]=[CH:4][CH:5]=[CH:6][CH:7]=1. The catalyst class is: 92.